Dataset: Full USPTO retrosynthesis dataset with 1.9M reactions from patents (1976-2016). Task: Predict the reactants needed to synthesize the given product. (1) Given the product [Br:34][C:27]1[CH:26]=[C:25]2[C:30]([C:31]3[C:32](=[O:33])[C:20]4[CH:19]=[CH:18][C:17]([O:16][CH2:15][C@@H:9]5[C@@H:10]([OH:11])[C@H:5]([OH:4])[C@@H:6]([OH:40])[C@@H:7]([O:38][CH3:39])[O:8]5)=[CH:37][C:21]=4[C:22]([CH3:36])([CH3:35])[C:23]=3[NH:24]2)=[CH:29][CH:28]=1, predict the reactants needed to synthesize it. The reactants are: C([O:4][C@H:5]1[C@H:10]([O:11]C(=O)C)[C@@H:9]([CH2:15][O:16][C:17]2[CH:18]=[CH:19][C:20]3[C:32](=[O:33])[C:31]4[C:30]5[C:25](=[CH:26][C:27]([Br:34])=[CH:28][CH:29]=5)[NH:24][C:23]=4[C:22]([CH3:36])([CH3:35])[C:21]=3[CH:37]=2)[O:8][C@H:7]([O:38][CH3:39])[C@@H:6]1[O:40]C(=O)C)(=O)C.N. (2) Given the product [O:6]=[C:2]([CH3:1])[CH2:3][C:4]([NH:10][CH2:9][C:8]([F:12])([F:11])[F:7])=[O:5], predict the reactants needed to synthesize it. The reactants are: [CH2:1]=[C:2]1[O:6][C:4](=[O:5])[CH2:3]1.[F:7][C:8]([F:12])([F:11])[CH2:9][NH2:10]. (3) The reactants are: [NH2:1][C:2]1[S:3][C:4]2[C:9]([NH:10][C@H:11]([CH2:14][CH:15]([CH3:17])[CH3:16])[CH2:12][OH:13])=[N:8][C:7]([SH:18])=[N:6][C:5]=2[N:19]=1.[Cl:20][C:21]1[CH:22]=[CH:23][C:24]([C@H:27](Cl)[CH3:28])=[N:25][CH:26]=1. Given the product [NH2:1][C:2]1[S:3][C:4]2[C:9]([NH:10][C@H:11]([CH2:14][CH:15]([CH3:16])[CH3:17])[CH2:12][OH:13])=[N:8][C:7]([S:18][C@H:27]([C:24]3[CH:23]=[CH:22][C:21]([Cl:20])=[CH:26][N:25]=3)[CH3:28])=[N:6][C:5]=2[N:19]=1, predict the reactants needed to synthesize it. (4) Given the product [Br:36][C:33]1[N:34]=[CH:35][C:30]([NH:29][C:13](=[O:14])[CH:12]([C:4]2[CH:5]=[CH:6][C:7]([S:8]([CH3:11])(=[O:10])=[O:9])=[C:2]([Cl:1])[CH:3]=2)[CH2:16][CH:17]2[CH2:22][CH2:21][O:20][CH2:19][CH2:18]2)=[N:31][CH:32]=1, predict the reactants needed to synthesize it. The reactants are: [Cl:1][C:2]1[CH:3]=[C:4]([CH:12]([CH2:16][CH:17]2[CH2:22][CH2:21][O:20][CH2:19][CH2:18]2)[C:13](O)=[O:14])[CH:5]=[CH:6][C:7]=1[S:8]([CH3:11])(=[O:10])=[O:9].C(Cl)(=O)C(Cl)=O.[NH2:29][C:30]1[CH:35]=[N:34][C:33]([Br:36])=[CH:32][N:31]=1.N1C=CC=CC=1.